Task: Predict the product of the given reaction.. Dataset: Forward reaction prediction with 1.9M reactions from USPTO patents (1976-2016) (1) Given the reactants [CH3:1][C:2]1[CH:7]=[CH:6][C:5]([S:8]([O:11][CH2:12][CH:13]2[CH2:17][C:16]3[CH:18]=[CH:19][CH:20]=[C:21]([NH2:22])[C:15]=3[O:14]2)(=[O:10])=[O:9])=[CH:4][CH:3]=1.Br[C:24]1[CH:29]=[CH:28][C:27]([CH3:30])=[C:26]([CH3:31])[CH:25]=1.CC1C=CC(S(OCC2CC3C=CC=C(NC4C=CC(Cl)=CC=4)C=3O2)(=O)=O)=CC=1, predict the reaction product. The product is: [CH3:1][C:2]1[CH:3]=[CH:4][C:5]([S:8]([O:11][CH2:12][CH:13]2[CH2:17][C:16]3[CH:18]=[CH:19][CH:20]=[C:21]([NH:22][C:24]4[CH:29]=[CH:28][C:27]([CH3:30])=[C:26]([CH3:31])[CH:25]=4)[C:15]=3[O:14]2)(=[O:10])=[O:9])=[CH:6][CH:7]=1. (2) Given the reactants Cl[C:2]1[C:3]2[CH:10]=[C:9]([C:11]3[CH:16]=[CH:15][C:14]([N:17]4[CH2:22][CH2:21][O:20][CH2:19][CH2:18]4)=[CH:13][CH:12]=3)[NH:8][C:4]=2[N:5]=[CH:6][N:7]=1.[O:23]1[CH2:28][CH2:27][N:26]([CH2:29][C:30]2[CH:37]=[CH:36][C:35](B3OC(C)(C)C(C)(C)O3)=[CH:34][C:31]=2[C:32]#[N:33])[CH2:25][CH2:24]1.C([O-])([O-])=O.[Na+].[Na+].C(#N)C.O, predict the reaction product. The product is: [O:23]1[CH2:28][CH2:27][N:26]([CH2:29][C:30]2[CH:37]=[CH:36][C:35]([C:2]3[C:3]4[CH:10]=[C:9]([C:11]5[CH:16]=[CH:15][C:14]([N:17]6[CH2:22][CH2:21][O:20][CH2:19][CH2:18]6)=[CH:13][CH:12]=5)[NH:8][C:4]=4[N:5]=[CH:6][N:7]=3)=[CH:34][C:31]=2[C:32]#[N:33])[CH2:25][CH2:24]1. (3) Given the reactants [CH3:1][S:2]([NH2:5])(=[O:4])=[O:3].C(N(C(C)C)C(C)C)C.N1(C(N2C=CN=C2)=O)C=CN=C1.[Cl:27][C:28]1[CH:29]=[C:30]([C@@H:34]2[C@@H:39]([C:40]3[CH:45]=[CH:44][C:43]([Cl:46])=[CH:42][CH:41]=3)[N:38]([C@H:47]([CH2:53][CH3:54])[C:48]([O:50][CH2:51][CH3:52])=[O:49])[C:37](=[O:55])[C@@H:36]([CH2:56][C:57](O)=[O:58])[CH2:35]2)[CH:31]=[CH:32][CH:33]=1.[NH4+].[Cl-], predict the reaction product. The product is: [Cl:27][C:28]1[CH:29]=[C:30]([C@H:34]2[CH2:35][C@H:36]([CH2:56][C:57]([NH:5][S:2]([CH3:1])(=[O:4])=[O:3])=[O:58])[C:37](=[O:55])[N:38]([C@@H:47]([CH2:53][CH3:54])[C:48]([O:50][CH2:51][CH3:52])=[O:49])[C@@H:39]2[C:40]2[CH:45]=[CH:44][C:43]([Cl:46])=[CH:42][CH:41]=2)[CH:31]=[CH:32][CH:33]=1. (4) The product is: [N:1]1([CH2:9][C:8]([NH2:11])=[O:19])[CH2:6][CH2:5][CH2:4][CH2:3][CH2:2]1. Given the reactants [N:1]1(N)[CH2:6][CH2:5][CH2:4][CH2:3][CH2:2]1.[CH:8]([N:11](C(C)C)CC)(C)[CH3:9].C(Cl)(=[O:19])C.C(=O)(O)[O-].[Na+], predict the reaction product. (5) Given the reactants [C:1]12([NH2:6])[CH2:5][CH:3]([CH2:4]1)[CH2:2]2.[NH2:7][C:8]1[CH:15]=[C:14](F)[C:11]([C:12]#[N:13])=[CH:10][N:9]=1.C(N(C(C)C)CC)(C)C, predict the reaction product. The product is: [NH2:7][C:8]1[CH:15]=[C:14]([NH:6][C:1]23[CH2:5][CH:3]([CH2:4]2)[CH2:2]3)[C:11]([C:12]#[N:13])=[CH:10][N:9]=1.